Dataset: Full USPTO retrosynthesis dataset with 1.9M reactions from patents (1976-2016). Task: Predict the reactants needed to synthesize the given product. (1) Given the product [CH:22]1([C@H:20]([NH:19][C:4]2[N:3]=[C:2]([C:61]#[N:63])[N:10]=[C:9]3[C:5]=2[N:6]([CH2:11][C@H:12]2[CH2:17][CH2:16][C@H:15]([CH3:18])[CH2:14][CH2:13]2)[CH:7]=[N:8]3)[CH3:21])[CH2:25][CH2:24][CH2:23]1, predict the reactants needed to synthesize it. The reactants are: Cl[C:2]1[N:10]=[C:9]2[C:5]([N:6]([CH2:11][C@H:12]3[CH2:17][CH2:16][C@H:15]([CH3:18])[CH2:14][CH2:13]3)[CH:7]=[N:8]2)=[C:4]([NH:19][C@@H:20]([CH:22]2[CH2:25][CH2:24][CH2:23]2)[CH3:21])[N:3]=1.CC(C1C=C(C(C)C)C(C2C=CC=CC=2P(C2CCCCC2)C2CCCCC2)=C(C(C)C)C=1)C.C[C:61]([N:63](C)C)=O. (2) Given the product [F:27][C:28]1[N:33]=[C:32]([N:14]2[C:15]3[C:10](=[CH:9][CH:8]=[C:7]([C:1]4[CH:2]=[CH:3][CH:4]=[CH:5][CH:6]=4)[N:16]=3)[CH2:11][CH2:12][CH2:13]2)[CH:31]=[C:30]([CH3:35])[N:29]=1, predict the reactants needed to synthesize it. The reactants are: [C:1]1([C:7]2[N:16]=[C:15]3[C:10]([CH2:11][CH2:12][CH2:13][NH:14]3)=[CH:9][CH:8]=2)[CH:6]=[CH:5][CH:4]=[CH:3][CH:2]=1.[Li+].C[Si]([N-][Si](C)(C)C)(C)C.[F:27][C:28]1[N:33]=[C:32](F)[CH:31]=[C:30]([CH3:35])[N:29]=1. (3) Given the product [S:18]1[CH:19]=[CH:20][CH:21]=[C:17]1[S:14]([N:11]1[CH2:12][CH2:13][N:8]([C:7]2[CH:6]=[CH:5][C:4]([C:22]([OH:31])([C:27]([F:30])([F:29])[F:28])[C:23]([F:26])([F:25])[F:24])=[CH:3][C:2]=2[C:32]#[C:33][CH:34]([OH:37])[CH2:35][CH3:36])[CH2:9][CH2:10]1)(=[O:16])=[O:15], predict the reactants needed to synthesize it. The reactants are: Br[C:2]1[CH:3]=[C:4]([C:22]([OH:31])([C:27]([F:30])([F:29])[F:28])[C:23]([F:26])([F:25])[F:24])[CH:5]=[CH:6][C:7]=1[N:8]1[CH2:13][CH2:12][N:11]([S:14]([C:17]2[S:18][CH:19]=[CH:20][CH:21]=2)(=[O:16])=[O:15])[CH2:10][CH2:9]1.[CH:32]#[C:33][CH:34]([OH:37])[CH2:35][CH3:36].